This data is from TCR-epitope binding with 47,182 pairs between 192 epitopes and 23,139 TCRs. The task is: Binary Classification. Given a T-cell receptor sequence (or CDR3 region) and an epitope sequence, predict whether binding occurs between them. (1) The TCR CDR3 sequence is CASSVAGSQEQFF. The epitope is LEPLVDLPI. Result: 1 (the TCR binds to the epitope). (2) The epitope is KLWAQCVQL. The TCR CDR3 sequence is CASSPMRQVSYEQYF. Result: 1 (the TCR binds to the epitope). (3) The epitope is YLDAYNMMI. The TCR CDR3 sequence is CSVDPRFLDRGQGDLTNTGELFF. Result: 1 (the TCR binds to the epitope). (4) The epitope is WICLLQFAY. The TCR CDR3 sequence is CASSGNTEAFF. Result: 0 (the TCR does not bind to the epitope). (5) The epitope is RLRPGGKKR. The TCR CDR3 sequence is CASSQGTGPVGTGELFF. Result: 0 (the TCR does not bind to the epitope). (6) The epitope is VLWAHGFEL. The TCR CDR3 sequence is CASSQAAASYEQYF. Result: 0 (the TCR does not bind to the epitope). (7) The epitope is LEPLVDLPI. The TCR CDR3 sequence is CASSLGTSGGWEQFF. Result: 1 (the TCR binds to the epitope).